From a dataset of Full USPTO retrosynthesis dataset with 1.9M reactions from patents (1976-2016). Predict the reactants needed to synthesize the given product. (1) Given the product [O:20]1[CH2:21][CH2:22][CH2:23][CH2:24][CH:19]1[O:18][CH:15]1[CH2:16][CH2:17][N:13]([C:9]2[CH:8]=[C:7]([S:25]([Cl:28])(=[O:27])=[O:26])[CH:12]=[CH:11][CH:10]=2)[CH2:14]1, predict the reactants needed to synthesize it. The reactants are: C([Li])CCC.Br[C:7]1[CH:8]=[C:9]([N:13]2[CH2:17][CH2:16][CH:15]([O:18][CH:19]3[CH2:24][CH2:23][CH2:22][CH2:21][O:20]3)[CH2:14]2)[CH:10]=[CH:11][CH:12]=1.[S:25](=[O:27])=[O:26].[Cl:28]NC(=O)CCC(N)=O. (2) Given the product [C:13]([C:5]1[CH:6]=[C:7]([CH:11]=[CH:12][C:4]=1[CH3:1])[C:8]([OH:10])=[O:9])(=[O:16])[CH2:14][CH2:15][CH3:18], predict the reactants needed to synthesize it. The reactants are: [CH:1]1([C:4]2[CH:12]=[CH:11][C:7]([C:8]([OH:10])=[O:9])=[CH:6][C:5]=2[C:13](=[O:16])[CH2:14][CH3:15])CC1.Br[C:18]1C=C(C=CC=1C)C(O)=O.BrC1C=C(C=CC=1C1CC1)C(O)=O.C([Mg]Br)CC. (3) The reactants are: [CH:1]([O:4][C:5]([C:7]1([C:10]2[CH:15]=[CH:14][C:13]([C:16]3[CH:21]=[CH:20][C:19]([C:22](=[O:24])C)=[CH:18][CH:17]=3)=[CH:12][CH:11]=2)[CH2:9][CH2:8]1)=[O:6])([CH3:3])[CH3:2].BrBr.[OH-].[Na+].Cl.S(S([O-])=O)([O-])(=O)=[O:31].[Na+].[Na+]. Given the product [CH:1]([O:4][C:5]([C:7]1([C:10]2[CH:15]=[CH:14][C:13]([C:16]3[CH:21]=[CH:20][C:19]([C:22]([OH:31])=[O:24])=[CH:18][CH:17]=3)=[CH:12][CH:11]=2)[CH2:9][CH2:8]1)=[O:6])([CH3:2])[CH3:3], predict the reactants needed to synthesize it. (4) The reactants are: [F:1][C:2]1[CH:25]=[CH:24][C:5]([CH2:6][N:7]2[C:11](=[O:12])[N:10]([C:13]3[S:17][C:16]([C:18]([O:20]CC)=[O:19])=[C:15]([CH3:23])[CH:14]=3)[CH:9]=[N:8]2)=[CH:4][CH:3]=1.[OH-].[Na+].Cl. Given the product [F:1][C:2]1[CH:25]=[CH:24][C:5]([CH2:6][N:7]2[C:11](=[O:12])[N:10]([C:13]3[S:17][C:16]([C:18]([OH:20])=[O:19])=[C:15]([CH3:23])[CH:14]=3)[CH:9]=[N:8]2)=[CH:4][CH:3]=1, predict the reactants needed to synthesize it. (5) Given the product [Br:16][CH2:17][CH2:18][CH2:19][O:8][C:5]1[CH:6]=[CH:7][C:2]([F:1])=[CH:3][C:4]=1[I:9], predict the reactants needed to synthesize it. The reactants are: [F:1][C:2]1[CH:7]=[CH:6][C:5]([OH:8])=[C:4]([I:9])[CH:3]=1.C(=O)([O-])[O-].[K+].[K+].[Br:16][CH2:17][CH2:18][CH2:19]Br. (6) Given the product [Br:1][C:2]1[CH:3]=[C:4]([C:23](=[N:25][OH:26])[NH2:24])[C:5]([C:15]2[CH:20]=[C:19]([Cl:21])[CH:18]=[CH:17][C:16]=2[CH3:22])=[C:6]([C:8]2[CH:13]=[CH:12][C:11]([OH:14])=[CH:10][CH:9]=2)[CH:7]=1, predict the reactants needed to synthesize it. The reactants are: [Br:1][C:2]1[CH:3]=[C:4]([C:23]#[N:24])[C:5]([C:15]2[CH:20]=[C:19]([Cl:21])[CH:18]=[CH:17][C:16]=2[CH3:22])=[C:6]([C:8]2[CH:13]=[CH:12][C:11]([OH:14])=[CH:10][CH:9]=2)[CH:7]=1.[NH2:25][OH:26]. (7) Given the product [N+:29]([C:19]1[CH:20]=[C:21]([S:23]([F:28])([F:24])([F:25])([F:26])[F:27])[CH:22]=[C:17]([N+:14]([O-:16])=[O:15])[C:18]=1[C:32]([OH:2])=[O:1])([O-:31])=[O:30], predict the reactants needed to synthesize it. The reactants are: [OH2:1].[OH2:2].[Cr](O[Cr]([O-])(=O)=O)([O-])(=O)=O.[Na+].[Na+].[N+:14]([C:17]1[CH:22]=[C:21]([S:23]([F:28])([F:27])([F:26])([F:25])[F:24])[CH:20]=[C:19]([N+:29]([O-:31])=[O:30])[C:18]=1[CH3:32])([O-:16])=[O:15].S(=O)(=O)(O)O.C1(C)C=CC=CC=1. (8) Given the product [Si:1]([O:8][CH2:9][C@H:10]1[C@@H:11]2[C@@H:12]([O:34][C:36](=[S:37])[O:35]2)[C@H:13]([N:15]2[C:19]3[N:20]=[CH:21][N:22]=[C:23]([NH:24][C@@H:25]4[C:33]5[C:28](=[CH:29][CH:30]=[CH:31][CH:32]=5)[CH2:27][CH2:26]4)[C:18]=3[CH:17]=[CH:16]2)[CH2:14]1)([C:4]([CH3:7])([CH3:5])[CH3:6])([CH3:2])[CH3:3], predict the reactants needed to synthesize it. The reactants are: [Si:1]([O:8][CH2:9][C@@H:10]1[CH2:14][C@@H:13]([N:15]2[C:19]3[N:20]=[CH:21][N:22]=[C:23]([NH:24][C@@H:25]4[C:33]5[C:28](=[CH:29][CH:30]=[CH:31][CH:32]=5)[CH2:27][CH2:26]4)[C:18]=3[CH:17]=[CH:16]2)[C@H:12]([OH:34])[C@@H:11]1[OH:35])([C:4]([CH3:7])([CH3:6])[CH3:5])([CH3:3])[CH3:2].[C:36](N1C=CN=C1)(N1C=CN=C1)=[S:37].